Dataset: Full USPTO retrosynthesis dataset with 1.9M reactions from patents (1976-2016). Task: Predict the reactants needed to synthesize the given product. (1) Given the product [C:1]([O:5][C:6]([C:7]1([CH:8]=[CH2:9])[CH2:12][O:13][C:22](=[O:24])[O:11][CH2:10]1)=[O:14])([CH3:4])([CH3:2])[CH3:3], predict the reactants needed to synthesize it. The reactants are: [C:1]([O:5][C:6](=[O:14])[C:7]([CH2:12][OH:13])([CH2:10][OH:11])[CH:8]=[CH2:9])([CH3:4])([CH3:3])[CH3:2].N1C=CC=CC=1.Cl[C:22](Cl)([O:24]C(=O)OC(Cl)(Cl)Cl)Cl.[Cl-].[NH4+]. (2) Given the product [CH2:29]([O:28][C:4]1[C:3]([NH:2][S:40]([NH2:41])(=[O:43])=[O:42])=[C:12]2[C:7]([C:8]([C:13](=[O:14])[C:15]3[CH:20]=[C:19]([O:21][CH3:22])[C:18]([O:23][CH2:24][CH3:25])=[C:17]([O:26][CH3:27])[CH:16]=3)=[CH:9][N:10]=[CH:11]2)=[CH:6][CH:5]=1)[CH3:30], predict the reactants needed to synthesize it. The reactants are: Cl.[NH2:2][C:3]1[C:4]([O:28][CH2:29][CH3:30])=[CH:5][CH:6]=[C:7]2[C:12]=1[CH:11]=[N:10][CH:9]=[C:8]2[C:13]([C:15]1[CH:20]=[C:19]([O:21][CH3:22])[C:18]([O:23][CH2:24][CH3:25])=[C:17]([O:26][CH3:27])[CH:16]=1)=[O:14].[H-].[Na+].CCN(CC)CC.[S:40](Cl)(=[O:43])(=[O:42])[NH2:41].C([O-])([O-])=O.[K+].[K+]. (3) Given the product [CH2:32]([O:31][C:30](=[O:27])/[CH:29]=[CH:1]/[C:3]1[CH:7]=[C:6]([C:8]2[CH:13]=[CH:12][C:11]([CH3:14])=[CH:10][CH:9]=2)[N:5]([C:15]2[CH:20]=[CH:19][C:18]([S:21](=[O:22])(=[O:23])[NH2:24])=[CH:17][CH:16]=2)[N:4]=1)[CH3:28], predict the reactants needed to synthesize it. The reactants are: [CH:1]([C:3]1[CH:7]=[C:6]([C:8]2[CH:13]=[CH:12][C:11]([CH3:14])=[CH:10][CH:9]=2)[N:5]([C:15]2[CH:20]=[CH:19][C:18]([S:21]([NH2:24])(=[O:23])=[O:22])=[CH:17][CH:16]=2)[N:4]=1)=O.[H-].[Na+].[OH2:27].[CH2:28]1[CH2:32][O:31][CH2:30][CH2:29]1. (4) Given the product [CH3:1][C:2]1[CH:7]=[C:6]([N+:8]([O-:10])=[O:9])[CH:5]=[CH:4][C:3]=1[N:11]=[C:12]1[S:16][CH2:15][C:14]2([CH2:17][CH2:18][CH2:19][CH2:20][CH2:21]2)[N:13]1[CH2:22][CH:23]([CH3:25])[CH3:24], predict the reactants needed to synthesize it. The reactants are: [CH3:1][C:2]1[CH:7]=[C:6]([N+:8]([O-:10])=[O:9])[CH:5]=[CH:4][C:3]=1[N:11]=[C:12]1[S:16][CH2:15][C:14]2([CH2:21][CH2:20][CH2:19][CH2:18][CH2:17]2)[NH:13]1.[CH2:22](Br)[CH:23]([CH3:25])[CH3:24]. (5) Given the product [O:48]1[CH2:52][CH2:51][CH:50]([CH2:53][NH:54][C:15]([C:12]2[CH:11]=[C:10]([CH2:9][S:8][CH2:1][C:2]3[CH:3]=[CH:4][CH:5]=[CH:6][CH:7]=3)[O:14][N:13]=2)=[O:17])[CH2:49]1, predict the reactants needed to synthesize it. The reactants are: [CH2:1]([S:8][CH2:9][C:10]1[O:14][N:13]=[C:12]([C:15]([OH:17])=O)[CH:11]=1)[C:2]1[CH:7]=[CH:6][CH:5]=[CH:4][CH:3]=1.C(N(CC)CC)C.Cl.C(N=C=NCCCN(C)C)C.ON1C2C=CC=CC=2N=N1.Cl.[O:48]1[CH2:52][CH2:51][CH:50]([CH2:53][NH2:54])[CH2:49]1. (6) Given the product [CH:22]1([CH2:21][CH:20]([N:8]2[C:7](=[O:11])[CH:6]=[C:5]([O:4][C:3]3[CH:12]=[CH:13][CH:14]=[C:15]([Cl:16])[C:2]=3[Cl:1])[CH:10]=[N:9]2)[C:19]([OH:28])=[O:18])[CH2:26][CH2:25][CH2:24][CH2:23]1, predict the reactants needed to synthesize it. The reactants are: [Cl:1][C:2]1[C:15]([Cl:16])=[CH:14][CH:13]=[CH:12][C:3]=1[O:4][C:5]1[CH:10]=[N:9][NH:8][C:7](=[O:11])[CH:6]=1.C[O:18][C:19](=[O:28])[CH:20](Br)[CH2:21][CH:22]1[CH2:26][CH2:25][CH2:24][CH2:23]1. (7) Given the product [CH3:1][O:2][C:3](=[O:12])[CH2:4][C:5]1[CH:10]=[CH:9][C:8]([C:58]2[CH:59]=[CH:60][C:55]([C:52]([C:71]3[CH:84]=[CH:83][C:74]([O:75][CH2:76][C:77](=[O:82])[C:78]([CH3:80])([CH3:79])[CH3:81])=[C:73]([CH3:85])[CH:72]=3)([CH2:53][CH3:54])[CH2:50][CH3:51])=[CH:56][C:57]=2[CH3:70])=[CH:7][CH:6]=1, predict the reactants needed to synthesize it. The reactants are: [CH3:1][O:2][C:3](=[O:12])[CH2:4][C:5]1[CH:10]=[CH:9][C:8](Br)=[CH:7][CH:6]=1.C1(P(C2CCCCC2)C2C=CC=CC=2C2C(OC)=CC=CC=2OC)CCCCC1.P([O-])([O-])([O-])=O.[K+].[K+].[K+].[CH2:50]([C:52]([C:71]1[CH:84]=[CH:83][C:74]([O:75][CH2:76][C:77](=[O:82])[C:78]([CH3:81])([CH3:80])[CH3:79])=[C:73]([CH3:85])[CH:72]=1)([C:55]1[CH:60]=[CH:59][C:58](B2OC(C)(C)C(C)(C)O2)=[C:57]([CH3:70])[CH:56]=1)[CH2:53][CH3:54])[CH3:51].C(=O)(O)[O-].[Na+]. (8) Given the product [Cl:9][C:4]1[N:5]=[CH:6][C:7]2[O:8][CH2:11][CH2:12][NH:1][C:2]=2[N:3]=1, predict the reactants needed to synthesize it. The reactants are: [NH2:1][C:2]1[C:7]([OH:8])=[CH:6][N:5]=[C:4]([Cl:9])[N:3]=1.Br[CH2:11][CH2:12]Br.C([O-])([O-])=O.[K+].[K+]. (9) Given the product [ClH:38].[ClH:40].[ClH:38].[CH3:35][C:29]1[CH:30]=[CH:31][CH:32]=[C:33]2[C:28]=1[CH:27]=[N:26][C:25]([C:23]1[C:22]([NH2:36])=[N:21][CH:20]=[C:19]([C:17]3[CH:16]=[N:15][N:14]([CH:11]4[CH2:12][CH2:13][NH:8][CH2:9][CH2:10]4)[CH:18]=3)[CH:24]=1)=[CH:34]2, predict the reactants needed to synthesize it. The reactants are: C(OC([N:8]1[CH2:13][CH2:12][CH:11]([N:14]2[CH:18]=[C:17]([C:19]3[CH:20]=[N:21][C:22]([NH2:36])=[C:23]([C:25]4[N:26]=[CH:27][C:28]5[C:33]([CH:34]=4)=[CH:32][CH:31]=[CH:30][C:29]=5[CH3:35])[CH:24]=3)[CH:16]=[N:15]2)[CH2:10][CH2:9]1)=O)(C)(C)C.C(Cl)[Cl:38].[ClH:40].CCOCC. (10) Given the product [CH2:1]([C:11]1[CH:12]=[C:13]([O:17][CH2:18][C:19]2[CH:24]=[CH:23][CH:22]=[CH:21][CH:20]=2)[CH:14]=[CH:15][CH:16]=1)[CH2:2][CH3:3].[CH2:5]([C:11]1[CH:12]=[C:13]([O:17][CH2:18][C:19]2[CH:24]=[CH:23][CH:22]=[CH:21][CH:20]=2)[CH:14]=[CH:15][CH:16]=1)[CH3:6], predict the reactants needed to synthesize it. The reactants are: [CH2:1](I)[CH2:2][CH3:3].[CH2:5]([Zn]CC)[CH3:6].I[C:11]1[CH:12]=[C:13]([O:17][CH2:18][C:19]2[CH:24]=[CH:23][CH:22]=[CH:21][CH:20]=2)[CH:14]=[CH:15][CH:16]=1.Cl.